This data is from Peptide-MHC class I binding affinity with 185,985 pairs from IEDB/IMGT. The task is: Regression. Given a peptide amino acid sequence and an MHC pseudo amino acid sequence, predict their binding affinity value. This is MHC class I binding data. (1) The peptide sequence is KATTQIAPK. The MHC is HLA-A31:01 with pseudo-sequence HLA-A31:01. The binding affinity (normalized) is 0.588. (2) The peptide sequence is MLMLVNDRLL. The MHC is HLA-A24:02 with pseudo-sequence HLA-A24:02. The binding affinity (normalized) is 0.